Task: Predict which catalyst facilitates the given reaction.. Dataset: Catalyst prediction with 721,799 reactions and 888 catalyst types from USPTO (1) Reactant: Cl[C:2]1[N:10]([C:11]2[CH:16]=[CH:15][CH:14]=[CH:13][CH:12]=2)[C:9]2[C:8](=[O:17])[NH:7][CH:6]=[N:5][C:4]=2[C:3]=1[C:18]#[N:19].[C:20]([O:24][C:25](=[O:33])[NH:26][C@H:27]1[CH2:32][CH2:31][CH2:30][NH:29][CH2:28]1)([CH3:23])([CH3:22])[CH3:21]. Product: [C:20]([O:24][C:25](=[O:33])[NH:26][C@H:27]1[CH2:32][CH2:31][CH2:30][N:29]([C:2]2[N:10]([C:11]3[CH:16]=[CH:15][CH:14]=[CH:13][CH:12]=3)[C:9]3[C:8](=[O:17])[NH:7][CH:6]=[N:5][C:4]=3[C:3]=2[C:18]#[N:19])[CH2:28]1)([CH3:23])([CH3:21])[CH3:22]. The catalyst class is: 44. (2) Reactant: C(OC(=O)[NH:7][C:8]1([C:12]2[CH:17]=[CH:16][C:15]([C:18]3[C:19]([C:32]4[CH:37]=[CH:36][CH:35]=[CH:34][CH:33]=4)=[CH:20][C:21]4[N:22]([C:24](/[CH:27]=[CH:28]/[C:29](=[O:31])[NH2:30])=[CH:25][N:26]=4)[N:23]=3)=[CH:14][CH:13]=2)[CH2:11][CH2:10][CH2:9]1)(C)(C)C. Product: [NH2:7][C:8]1([C:12]2[CH:13]=[CH:14][C:15]([C:18]3[C:19]([C:32]4[CH:33]=[CH:34][CH:35]=[CH:36][CH:37]=4)=[CH:20][C:21]4[N:22]([C:24](/[CH:27]=[CH:28]/[C:29]([NH2:30])=[O:31])=[CH:25][N:26]=4)[N:23]=3)=[CH:16][CH:17]=2)[CH2:9][CH2:10][CH2:11]1. The catalyst class is: 89. (3) Reactant: [Br:1][C:2]1[CH:3]=[CH:4][C:5]([CH:8](C(OCC)=O)[C:9]([O:11]CC)=[O:10])=[N:6][CH:7]=1.[OH-].[Na+]. Product: [Br:1][C:2]1[CH:3]=[CH:4][C:5]([CH2:8][C:9]([OH:11])=[O:10])=[N:6][CH:7]=1. The catalyst class is: 5.